From a dataset of Catalyst prediction with 721,799 reactions and 888 catalyst types from USPTO. Predict which catalyst facilitates the given reaction. (1) Reactant: [I-].[CH3:2][P+](C1C=CC=CC=1)(C1C=CC=CC=1)C1C=CC=CC=1.CC(C)([O-])C.[K+].[CH:28]1[C:41]2[C:42]3=[C:43]4[C:38](=[CH:39][CH:40]=2)[CH:37]=[CH:36][CH:35]=[C:34]4[CH:33]=[CH:32][C:31]3=[C:30]([S:44][C:45]2[CH:52]=[CH:51][CH:50]=[CH:49][C:46]=2[CH:47]=O)[CH:29]=1.C(=O)(O)[O-].[Na+]. Product: [CH:28]1[C:41]2[C:42]3=[C:43]4[C:38](=[CH:39][CH:40]=2)[CH:37]=[CH:36][CH:35]=[C:34]4[CH:33]=[CH:32][C:31]3=[C:30]([S:44][C:45]2[CH:52]=[CH:51][CH:50]=[CH:49][C:46]=2[CH:47]=[CH2:2])[CH:29]=1. The catalyst class is: 1. (2) Reactant: [F:1][C:2]1[CH:7]=[C:6]([F:8])[CH:5]=[CH:4][C:3]=1[CH2:9][C:10]([OH:12])=O.FC(C1C=CC(F)=CC=1)C[NH2:16]. Product: [F:1][C:2]1[CH:7]=[C:6]([F:8])[CH:5]=[CH:4][C:3]=1[CH2:9][C:10]([NH2:16])=[O:12]. The catalyst class is: 309. (3) Reactant: [O:1]1[C:10]2[CH:9]=[C:8]([CH2:11][NH:12][CH:13]3[CH2:18][CH2:17][N:16]([C:19]([O:21][CH2:22][C:23]4[CH:28]=[CH:27][CH:26]=[CH:25][CH:24]=4)=[O:20])[CH2:15][CH2:14]3)[N:7]=[CH:6][C:5]=2[O:4][CH2:3][CH2:2]1.C(=O)(O)[O-].[Na+].[C:34](O[C:34]([O:36][C:37]([CH3:40])([CH3:39])[CH3:38])=[O:35])([O:36][C:37]([CH3:40])([CH3:39])[CH3:38])=[O:35]. Product: [O:1]1[C:10]2[CH:9]=[C:8]([CH2:11][N:12]([C:34]([O:36][C:37]([CH3:40])([CH3:39])[CH3:38])=[O:35])[CH:13]3[CH2:18][CH2:17][N:16]([C:19]([O:21][CH2:22][C:23]4[CH:24]=[CH:25][CH:26]=[CH:27][CH:28]=4)=[O:20])[CH2:15][CH2:14]3)[N:7]=[CH:6][C:5]=2[O:4][CH2:3][CH2:2]1. The catalyst class is: 5. (4) Reactant: [CH3:1][O:2][C:3]1[CH:4]=[CH:5][C:6]2[N:12]3[C:13]([C:16]4[CH:21]=[CH:20][C:19]([C:22]5[CH:27]=[CH:26][CH:25]=[CH:24][C:23]=5[O:28][CH3:29])=[CH:18][CH:17]=4)=[N:14][N:15]=[C:11]3[CH2:10][NH:9][CH2:8][C:7]=2[N:30]=1.C=O.[C:33](O[BH-](OC(=O)C)OC(=O)C)(=O)C.[Na+].C(=O)([O-])O.[Na+]. Product: [CH3:1][O:2][C:3]1[CH:4]=[CH:5][C:6]2[N:12]3[C:13]([C:16]4[CH:17]=[CH:18][C:19]([C:22]5[CH:27]=[CH:26][CH:25]=[CH:24][C:23]=5[O:28][CH3:29])=[CH:20][CH:21]=4)=[N:14][N:15]=[C:11]3[CH2:10][N:9]([CH3:33])[CH2:8][C:7]=2[N:30]=1. The catalyst class is: 4. (5) Reactant: Cl.[CH3:2][O:3][C:4](=[O:35])[CH:5]([N:20](C(OC(C)(C)C)=O)C(OC(C)(C)C)=O)[CH2:6][N:7]([C:14]1[CH:19]=[CH:18][CH:17]=[CH:16][CH:15]=1)[C:8]1[N:13]=[CH:12][CH:11]=[CH:10][N:9]=1. Product: [CH3:2][O:3][C:4](=[O:35])[CH:5]([NH2:20])[CH2:6][N:7]([C:14]1[CH:19]=[CH:18][CH:17]=[CH:16][CH:15]=1)[C:8]1[N:9]=[CH:10][CH:11]=[CH:12][N:13]=1. The catalyst class is: 480.